Task: Predict the reaction yield, written as a fraction of the theoretical maximum amount of product (1.0 means a 100% yield; for example, 0.34 means a 34% yield).. Dataset: Reaction yield outcomes from USPTO patents with 853,638 reactions The reactants are [CH2:1]([O:8][C:9]([CH:11]([NH:29][C:30]([O:32][C:33]([CH3:36])([CH3:35])[CH3:34])=[O:31])[CH2:12][C:13]1[CH:28]=[CH:27][C:16]([O:17][C:18]2[CH:26]=[CH:25][C:21]([C:22]([OH:24])=O)=[CH:20][CH:19]=2)=[CH:15][CH:14]=1)=[O:10])[C:2]1[CH:7]=[CH:6][CH:5]=[CH:4][CH:3]=1.ON1C2C=CC=CC=2N=N1.Cl.CN(C)CCCN=C=NCC.C(N(CC)CC)C.Cl.[CH2:67]([O:74][NH2:75])[C:68]1[CH:73]=[CH:72][CH:71]=[CH:70][CH:69]=1. The catalyst is CN(C=O)C. The product is [CH2:1]([O:8][C:9](=[O:10])[CH:11]([NH:29][C:30]([O:32][C:33]([CH3:34])([CH3:35])[CH3:36])=[O:31])[CH2:12][C:13]1[CH:14]=[CH:15][C:16]([O:17][C:18]2[CH:19]=[CH:20][C:21]([C:22](=[O:24])[NH:75][O:74][CH2:67][C:68]3[CH:73]=[CH:72][CH:71]=[CH:70][CH:69]=3)=[CH:25][CH:26]=2)=[CH:27][CH:28]=1)[C:2]1[CH:7]=[CH:6][CH:5]=[CH:4][CH:3]=1. The yield is 0.560.